From a dataset of Full USPTO retrosynthesis dataset with 1.9M reactions from patents (1976-2016). Predict the reactants needed to synthesize the given product. (1) Given the product [N+:1]([C:4]1[C:13]2[O:12][CH2:11][CH2:10][O:9][C:8]=2[CH:7]=[CH:6][C:5]=1[C:14]([OH:16])=[O:15])([O-:3])=[O:2], predict the reactants needed to synthesize it. The reactants are: [N+:1]([C:4]1[C:13]2[O:12][CH2:11][CH2:10][O:9][C:8]=2[CH:7]=[CH:6][C:5]=1[C:14]([O:16]CC)=[O:15])([O-:3])=[O:2].[OH-].[Li+]. (2) Given the product [CH3:67][O:68][C:69](=[O:70])[C@@H:71]([NH:34][C:36](=[O:40])[C@@H:17]([NH:16][C:14](=[O:15])[C@@H:13]([NH:25][C:26]([O:28][C:29]([CH3:32])([CH3:30])[CH3:31])=[O:27])[CH2:12][C:9]1[CH:8]=[CH:7][C:6]([O:5][CH2:1][CH2:2][CH:3]=[CH2:4])=[CH:11][CH:10]=1)[CH2:21][CH:22]([CH3:24])[CH3:23])[CH2:62][CH:60]=[CH2:61], predict the reactants needed to synthesize it. The reactants are: [CH2:1]([O:5][C:6]1[CH:11]=[CH:10][C:9]([CH2:12][C@H:13]([NH:25][C:26]([O:28][C:29]([CH3:32])([CH3:31])[CH3:30])=[O:27])[C:14]([NH:16][C@@H:17]([CH2:21][CH:22]([CH3:24])[CH3:23])C(O)=O)=[O:15])=[CH:8][CH:7]=1)[CH2:2][CH:3]=[CH2:4].C[N:34]([C:36]([O:40]N1N=NC2C=CC=NC1=2)=[N+](C)C)C.F[P-](F)(F)(F)(F)F.CCN(C(C)C)[CH:60]([CH3:62])[CH3:61].C[CH2:67][O:68][C:69]([CH3:71])=[O:70]. (3) Given the product [OH:1][CH2:2][CH2:3][N:4]1[CH2:9][CH2:8][N:7]([C:13](=[O:14])[CH2:12][C:11](=[O:15])[CH3:10])[CH2:6][CH2:5]1, predict the reactants needed to synthesize it. The reactants are: [OH:1][CH2:2][CH2:3][N:4]1[CH2:9][CH2:8][NH:7][CH2:6][CH2:5]1.[CH2:10]=[C:11]1[O:15][C:13](=[O:14])[CH2:12]1. (4) Given the product [CH3:14][Si:15]([CH3:18])([CH3:17])[C:2]1[CH:3]=[C:4]([CH3:8])[CH:5]=[CH:6][CH:7]=1, predict the reactants needed to synthesize it. The reactants are: Cl[C:2]1[CH:3]=[C:4]([CH3:8])[CH:5]=[CH:6][CH:7]=1.BrCCBr.[Mg].[CH3:14][Si:15]([CH3:18])([CH3:17])Cl.C([O-])(O)=O.[Na+]. (5) Given the product [Cl:1][C:2]1[CH:3]=[CH:4][C:5]([S:8]([N:11]([CH2:19][C:20]2[CH:21]=[CH:22][C:23]([O:30][CH3:31])=[C:24]([CH:29]=2)[C:25]([O:27][CH3:28])=[O:26])[CH:12]2[CH2:17][CH2:16][O:15][CH2:14][CH2:13]2)(=[O:10])=[O:9])=[CH:6][CH:7]=1, predict the reactants needed to synthesize it. The reactants are: [Cl:1][C:2]1[CH:7]=[CH:6][C:5]([S:8]([NH:11][CH:12]2[CH2:17][CH2:16][O:15][CH2:14][CH2:13]2)(=[O:10])=[O:9])=[CH:4][CH:3]=1.Br[CH2:19][C:20]1[CH:21]=[CH:22][C:23]([O:30][CH3:31])=[C:24]([CH:29]=1)[C:25]([O:27][CH3:28])=[O:26].C(=O)([O-])[O-].[Cs+].[Cs+].O.